From a dataset of CYP1A2 inhibition data for predicting drug metabolism from PubChem BioAssay. Regression/Classification. Given a drug SMILES string, predict its absorption, distribution, metabolism, or excretion properties. Task type varies by dataset: regression for continuous measurements (e.g., permeability, clearance, half-life) or binary classification for categorical outcomes (e.g., BBB penetration, CYP inhibition). Dataset: cyp1a2_veith. The compound is COc1ccc(CCC(C)Nc2cccc(F)c2)cc1. The result is 1 (inhibitor).